This data is from TCR-epitope binding with 47,182 pairs between 192 epitopes and 23,139 TCRs. The task is: Binary Classification. Given a T-cell receptor sequence (or CDR3 region) and an epitope sequence, predict whether binding occurs between them. (1) The epitope is GILGFVFTL. The TCR CDR3 sequence is CASSSRSGTEAFF. Result: 1 (the TCR binds to the epitope). (2) The epitope is SEISMDNSPNL. The TCR CDR3 sequence is CASSLRQGAAGEQYF. Result: 1 (the TCR binds to the epitope). (3) The epitope is SEVGPEHSLAEY. The TCR CDR3 sequence is CASSVRTDTYEQYF. Result: 1 (the TCR binds to the epitope). (4) The epitope is NLWNTFTRL. The TCR CDR3 sequence is CASNLGGGNQETQYF. Result: 0 (the TCR does not bind to the epitope). (5) The epitope is FLNGSCGSV. The TCR CDR3 sequence is CASSWGQYEQYF. Result: 1 (the TCR binds to the epitope). (6) The epitope is ALSKGVHFV. The TCR CDR3 sequence is CASSLGSGDGEQFF. Result: 1 (the TCR binds to the epitope). (7) The epitope is EEHVQIHTI. The TCR CDR3 sequence is CASSKDTGLGSHNEQFF. Result: 1 (the TCR binds to the epitope).